This data is from Ames mutagenicity test results for genotoxicity prediction. The task is: Regression/Classification. Given a drug SMILES string, predict its toxicity properties. Task type varies by dataset: regression for continuous values (e.g., LD50, hERG inhibition percentage) or binary classification for toxic/non-toxic outcomes (e.g., AMES mutagenicity, cardiotoxicity, hepatotoxicity). Dataset: ames. (1) The compound is CCC(CC)c1cccc(OC(=O)N(C)N=O)c1. The result is 1 (mutagenic). (2) The compound is BrCC(Br)CBr. The result is 1 (mutagenic). (3) The drug is Cc1cc(C)c2nc3c(ccc4ccccc43)c(C)c2c1. The result is 1 (mutagenic).